Task: Predict the reaction yield, written as a fraction of the theoretical maximum amount of product (1.0 means a 100% yield; for example, 0.34 means a 34% yield).. Dataset: Reaction yield outcomes from USPTO patents with 853,638 reactions The yield is 0.760. The catalyst is CO. The product is [CH2:1]([N:8]1[C:12]2[C:13](=[O:23])[N:14]([CH3:22])[C:15]([C:18]([O:20][CH3:21])=[O:19])=[C:16]([OH:27])[C:11]=2[CH:10]=[CH:9]1)[C:2]1[CH:7]=[CH:6][CH:5]=[CH:4][CH:3]=1. The reactants are [CH2:1]([N:8]1[C:12]2[C:13](=[O:23])[N:14]([CH3:22])[CH:15]([C:18]([O:20][CH3:21])=[O:19])[C:16](=N)[C:11]=2[CH:10]=[CH:9]1)[C:2]1[CH:7]=[CH:6][CH:5]=[CH:4][CH:3]=1.O.C(O)(=[O:27])C.OS(O)(=O)=O.